From a dataset of Full USPTO retrosynthesis dataset with 1.9M reactions from patents (1976-2016). Predict the reactants needed to synthesize the given product. Given the product [CH2:1]([C:51]1[CH:46]=[CH:47][C:48]([C:52]2[O:53][C:54]([CH3:78])=[C:55]([CH2:57][N:58]3[C:66]4[C:61](=[CH:62][C:63]([C:67]([OH:76])([C:68]([F:69])([F:71])[F:70])[C:72]([F:74])([F:75])[F:73])=[CH:64][CH:65]=4)[CH2:60][CH:59]3[CH3:77])[N:56]=2)=[CH:49][CH:50]=1)[CH3:2], predict the reactants needed to synthesize it. The reactants are: [CH3:1][CH:2]1CC2C(=CC=C(C(O[Si](CC)(CC)CC)(C(F)(F)F)C(F)(F)F)C=2)N1.C(C1C=C(C2OC(C)=C(CCl)N=2)C=CC=1)C.C([C:46]1[CH:47]=[C:48]([C:52]2[O:53][C:54]([CH3:78])=[C:55]([CH2:57][N:58]3[C:66]4[C:61](=[CH:62][C:63]([C:67]([OH:76])([C:72]([F:75])([F:74])[F:73])[C:68]([F:71])([F:70])[F:69])=[CH:64][CH:65]=4)[CH2:60][CH:59]3[CH3:77])[N:56]=2)[CH:49]=[CH:50][CH:51]=1)C.